The task is: Regression. Given a peptide amino acid sequence and an MHC pseudo amino acid sequence, predict their binding affinity value. This is MHC class I binding data.. This data is from Peptide-MHC class I binding affinity with 185,985 pairs from IEDB/IMGT. (1) The MHC is HLA-B27:05 with pseudo-sequence HLA-B27:05. The binding affinity (normalized) is 0.872. The peptide sequence is GRWMRELVL. (2) The peptide sequence is TLYCVHQGI. The MHC is HLA-A31:01 with pseudo-sequence HLA-A31:01. The binding affinity (normalized) is 0.0879. (3) The peptide sequence is GVFTTNIWLK. The MHC is HLA-A11:01 with pseudo-sequence HLA-A11:01. The binding affinity (normalized) is 0.657. (4) The peptide sequence is VFAVLSIVNR. The MHC is HLA-A11:01 with pseudo-sequence HLA-A11:01. The binding affinity (normalized) is 0.0478. (5) The peptide sequence is RALKAYFTAK. The MHC is HLA-A31:01 with pseudo-sequence HLA-A31:01. The binding affinity (normalized) is 0.662. (6) The MHC is HLA-B08:01 with pseudo-sequence HLA-B08:01. The peptide sequence is ATFSRPGSL. The binding affinity (normalized) is 0.122.